Dataset: Forward reaction prediction with 1.9M reactions from USPTO patents (1976-2016). Task: Predict the product of the given reaction. (1) Given the reactants [NH2:1][C:2]1[CH:7]=[CH:6][C:5]([C:8]([CH3:12])([CH3:11])[C:9]#[N:10])=[C:4](Br)[CH:3]=1.[CH3:14][C:15]1[CH:20]=[CH:19][C:18](B(O)O)=[CH:17][CH:16]=1.C([O-])([O-])=O.[K+].[K+], predict the reaction product. The product is: [NH2:1][C:2]1[CH:7]=[CH:6][C:5]([C:8]([CH3:12])([CH3:11])[C:9]#[N:10])=[C:4]([C:18]2[CH:19]=[CH:20][C:15]([CH3:14])=[CH:16][CH:17]=2)[CH:3]=1. (2) Given the reactants [CH3:1][O:2][C:3](=[O:14])[C:4]1[CH:9]=[C:8]([N+:10]([O-])=O)[CH:7]=[CH:6][C:5]=1[CH3:13].[NH2:10][C:8]1[CH:7]=[CH:6][C:5]([CH3:13])=[C:4]([CH:9]=1)[C:3]([O:2][CH3:1])=[O:14], predict the reaction product. The product is: [NH2:10][C:8]1[CH:7]=[CH:6][C:5]([CH3:13])=[C:4]([CH:9]=1)[C:3]([O:2][CH3:1])=[O:14]. (3) Given the reactants CCN(C(C)C)C(C)C.Cl.[F:11][C:12]1[CH:53]=[CH:52][CH:51]=[C:50]([F:54])[C:13]=1[CH2:14][O:15][C:16]([C:25]1[CH:30]=[CH:29][C:28]([C:31]2([S:40]([C:43]3[CH:48]=[CH:47][C:46]([F:49])=[CH:45][CH:44]=3)(=[O:42])=[O:41])[CH2:35][CH2:34][N:33]([CH2:36][C:37](O)=[O:38])[CH2:32]2)=[CH:27][CH:26]=1)([C:21]([F:24])([F:23])[F:22])[C:17]([F:20])([F:19])[F:18].[NH:55]1[CH2:60][CH2:59][O:58][CH2:57][CH2:56]1.F[P-](F)(F)(F)(F)F.N1(O[P+](N(C)C)(N(C)C)N(C)C)C2C=CC=CC=2N=N1, predict the reaction product. The product is: [F:54][C:50]1[CH:51]=[CH:52][CH:53]=[C:12]([F:11])[C:13]=1[CH2:14][O:15][C:16]([C:25]1[CH:26]=[CH:27][C:28]([C:31]2([S:40]([C:43]3[CH:48]=[CH:47][C:46]([F:49])=[CH:45][CH:44]=3)(=[O:42])=[O:41])[CH2:35][CH2:34][N:33]([CH2:36][C:37]([N:55]3[CH2:60][CH2:59][O:58][CH2:57][CH2:56]3)=[O:38])[CH2:32]2)=[CH:29][CH:30]=1)([C:21]([F:23])([F:24])[F:22])[C:17]([F:20])([F:19])[F:18]. (4) Given the reactants [Cl:1][C:2]1[N:7]=[C:6]([C:8]([O:10]C)=O)[CH:5]=[C:4](N[C@@H](C)C(OC)=O)[N:3]=1.CO.[NH3:21], predict the reaction product. The product is: [Cl:1][C:2]1[N:7]=[C:6]([C:8]([NH2:21])=[O:10])[CH:5]=[CH:4][N:3]=1. (5) Given the reactants [CH2:1]([O:3][C:4]([C:6]1[CH:7]=[N:8][N:9]([C:11]2[N:15]([CH2:16][O:17][CH2:18][CH2:19][O:20][CH3:21])[C:14]3[CH:22]=[C:23]([Cl:37])[C:24]([S:26]SC4C=CC=CC=4[N+]([O-])=O)=[CH:25][C:13]=3[N:12]=2)[CH:10]=1)=[O:5])[CH3:2].[BH4-].[Na+], predict the reaction product. The product is: [CH2:1]([O:3][C:4]([C:6]1[CH:7]=[N:8][N:9]([C:11]2[N:15]([CH2:16][O:17][CH2:18][CH2:19][O:20][CH3:21])[C:14]3[CH:22]=[C:23]([Cl:37])[C:24]([SH:26])=[CH:25][C:13]=3[N:12]=2)[CH:10]=1)=[O:5])[CH3:2]. (6) Given the reactants [C:1]([O:5][C:6]([NH:8][C@H:9]([C:12]1[CH:24]=[CH:23][C:15]([O:16][CH2:17][C:18](OCC)=O)=[CH:14][CH:13]=1)[CH2:10][OH:11])=[O:7])([CH3:4])([CH3:3])[CH3:2].C(N([CH2:30][CH3:31])CC)C.[CH3:32][S:33](Cl)(=[O:35])=[O:34].C(=O)(O)[O-:38].[Na+], predict the reaction product. The product is: [CH3:32][S:33]([O:11][CH2:10][C@H:9]([NH:8][C:6]([O:5][C:1]([CH3:2])([CH3:3])[CH3:4])=[O:7])[C:12]1[CH:13]=[CH:14][C:15]([O:16][C:17](=[O:38])[CH2:18][CH2:30][CH3:31])=[CH:23][CH:24]=1)(=[O:35])=[O:34]. (7) Given the reactants Br[CH2:2][CH2:3][CH2:4][CH2:5][O:6][C:7]1[CH:22]=[CH:21][C:10]2[C:11]([C:14]3[CH:19]=[CH:18][C:17]([Br:20])=[CH:16][CH:15]=3)=[N:12][S:13][C:9]=2[CH:8]=1.[NH:23]1[CH2:26][CH2:25][CH2:24]1, predict the reaction product. The product is: [N:23]1([CH2:2][CH2:3][CH2:4][CH2:5][O:6][C:7]2[CH:22]=[CH:21][C:10]3[C:11]([C:14]4[CH:19]=[CH:18][C:17]([Br:20])=[CH:16][CH:15]=4)=[N:12][S:13][C:9]=3[CH:8]=2)[CH2:26][CH2:25][CH2:24]1. (8) Given the reactants ClC1C2N=CSC=2N=CN=1.[F:11][C:12]1[CH:17]=[C:16]([O:18][CH3:19])[CH:15]=[CH:14][C:13]=1[CH2:20][CH2:21][NH:22][C:23]1[C:24]2[N:31]=[CH:30][S:29][C:25]=2[N:26]=[CH:27][N:28]=1.Cl.FC1C=C(OC)C=CC=1CCN.C(N(CC)CC)C, predict the reaction product. The product is: [F:11][C:12]1[CH:17]=[C:16]([O:18][CH3:19])[CH:15]=[CH:14][C:13]=1[CH2:20][CH2:21][NH:22][C:23]1[C:24]2[N:31]=[CH:30][S:29][C:25]=2[N:26]=[CH:27][N:28]=1. (9) Given the reactants [Br:1][C:2]1[C:10]2[S:9](=[O:12])(=[O:11])[N:8](C(C)(C)C)[CH:7](O)[C:6]=2[CH:5]=[CH:4][CH:3]=1.[BH4-].[Na+], predict the reaction product. The product is: [Br:1][C:2]1[C:10]2[S:9](=[O:12])(=[O:11])[NH:8][CH2:7][C:6]=2[CH:5]=[CH:4][CH:3]=1.